This data is from Full USPTO retrosynthesis dataset with 1.9M reactions from patents (1976-2016). The task is: Predict the reactants needed to synthesize the given product. (1) Given the product [OH:20][C:21]1[CH:26]=[C:25]([F:27])[C:24]([CH:5]=[O:6])=[C:23]([Cl:28])[CH:22]=1, predict the reactants needed to synthesize it. The reactants are: N[C@H]([C:5](O)=[O:6])C[SeH].[Li]CCCC.[Si]([O:20][C:21]1[CH:26]=[C:25]([F:27])[CH:24]=[C:23]([Cl:28])[CH:22]=1)(C(C)(C)C)(C)C.CN(CCN(C)C)C.CN(C=O)C.Cl. (2) The reactants are: Cl.[CH3:2][N:3]([CH2:5][C:6](Cl)=[O:7])[CH3:4].Cl.[Cl:10][C:11]1[C:12]([F:37])=[C:13]([CH:34]=[CH:35][CH:36]=1)[NH:14][C:15]1[C:24]2[C:19](=[CH:20][C:21]([O:32][CH3:33])=[C:22]([O:25][C@H:26]3[CH2:31][CH2:30][CH2:29][NH:28][CH2:27]3)[CH:23]=2)[N:18]=[CH:17][N:16]=1.C(N(C(C)C)CC)(C)C. Given the product [Cl:10][C:11]1[C:12]([F:37])=[C:13]([CH:34]=[CH:35][CH:36]=1)[NH:14][C:15]1[C:24]2[C:19](=[CH:20][C:21]([O:32][CH3:33])=[C:22]([O:25][C@H:26]3[CH2:31][CH2:30][CH2:29][N:28]([C:6](=[O:7])[CH2:5][N:3]([CH3:4])[CH3:2])[CH2:27]3)[CH:23]=2)[N:18]=[CH:17][N:16]=1, predict the reactants needed to synthesize it. (3) Given the product [CH2:1]([N:8]1[C:23](=[O:24])[CH2:22][O:11][CH2:10][CH:9]1[C:12]([OH:14])=[O:13])[C:2]1[CH:7]=[CH:6][CH:5]=[CH:4][CH:3]=1, predict the reactants needed to synthesize it. The reactants are: [CH2:1]([NH:8][C@H:9]([C:12]([OH:14])=[O:13])[CH2:10][OH:11])[C:2]1[CH:7]=[CH:6][CH:5]=[CH:4][CH:3]=1.C(=O)([O-])[O-].[K+].[K+].Cl[CH2:22][C:23](Cl)=[O:24].[OH-].[Na+].